This data is from Full USPTO retrosynthesis dataset with 1.9M reactions from patents (1976-2016). The task is: Predict the reactants needed to synthesize the given product. (1) Given the product [CH3:24][Si:23]([C:21]#[C:22][C:2]1[CH:7]=[CH:6][C:5]([N:8]2[C:12]([C:13]3[CH:18]=[CH:17][N:16]=[CH:15][CH:14]=3)=[CH:11][N:10]=[CH:9]2)=[CH:4][CH:3]=1)([CH3:26])[CH3:25], predict the reactants needed to synthesize it. The reactants are: Br[C:2]1[CH:7]=[CH:6][C:5]([N:8]2[C:12]([C:13]3[CH:18]=[CH:17][N:16]=[CH:15][CH:14]=3)=[CH:11][N:10]=[CH:9]2)=[CH:4][CH:3]=1.N#N.[C:21]([Si:23]([CH3:26])([CH3:25])[CH3:24])#[CH:22]. (2) The reactants are: [Cl:1][C:2]1[C:9]([CH2:10][CH2:11][CH3:12])=[C:8]([F:13])[CH:7]=[CH:6][C:3]=1[CH:4]=O.Cl.O[NH3+:16].S(Cl)(Cl)=O.O. Given the product [Cl:1][C:2]1[C:9]([CH2:10][CH2:11][CH3:12])=[C:8]([F:13])[CH:7]=[CH:6][C:3]=1[C:4]#[N:16], predict the reactants needed to synthesize it.